Dataset: Forward reaction prediction with 1.9M reactions from USPTO patents (1976-2016). Task: Predict the product of the given reaction. Given the reactants [H-].[Na+].[OH:3][C:4]1[C:13]2[C:8](=[CH:9][CH:10]=[CH:11][CH:12]=2)[C:7]([CH:14]=[O:15])=[CH:6][CH:5]=1.Br[CH2:17][C:18]1[CH:23]=[CH:22][C:21]([C:24]([F:27])([F:26])[F:25])=[CH:20][CH:19]=1.Cl, predict the reaction product. The product is: [F:25][C:24]([F:26])([F:27])[C:21]1[CH:22]=[CH:23][C:18]([CH2:17][O:3][C:4]2[C:13]3[C:8](=[CH:9][CH:10]=[CH:11][CH:12]=3)[C:7]([CH:14]=[O:15])=[CH:6][CH:5]=2)=[CH:19][CH:20]=1.